This data is from Reaction yield outcomes from USPTO patents with 853,638 reactions. The task is: Predict the reaction yield, written as a fraction of the theoretical maximum amount of product (1.0 means a 100% yield; for example, 0.34 means a 34% yield). (1) The reactants are Br[C:2]1[C:11]2[C:6](=[CH:7][CH:8]=[CH:9][CH:10]=2)[CH:5]=[N:4][C:3]=1[N:12]([CH2:27][C:28]1[CH:33]=[CH:32][C:31]([O:34][C:35]([F:38])([F:37])[F:36])=[CH:30][CH:29]=1)[S:13]([C:16]1[CH:26]=[CH:25][C:19]([C:20]([O:22][CH2:23][CH3:24])=[O:21])=[CH:18][CH:17]=1)(=[O:15])=[O:14].C([Sn](CCCC)(CCCC)[C:44]([O:46]CC)=[CH2:45])CCC.[F-].[K+]. The catalyst is O1CCOCC1.C(OCC)(=O)C.Cl[Pd](Cl)([P](C1C=CC=CC=1)(C1C=CC=CC=1)C1C=CC=CC=1)[P](C1C=CC=CC=1)(C1C=CC=CC=1)C1C=CC=CC=1. The product is [C:44]([C:2]1[C:11]2[C:6](=[CH:7][CH:8]=[CH:9][CH:10]=2)[CH:5]=[N:4][C:3]=1[N:12]([CH2:27][C:28]1[CH:33]=[CH:32][C:31]([O:34][C:35]([F:38])([F:37])[F:36])=[CH:30][CH:29]=1)[S:13]([C:16]1[CH:26]=[CH:25][C:19]([C:20]([O:22][CH2:23][CH3:24])=[O:21])=[CH:18][CH:17]=1)(=[O:15])=[O:14])(=[O:46])[CH3:45]. The yield is 0.470. (2) The reactants are Br[C:2]1[CH:16]=[CH:15][CH:14]=[C:13]([F:17])[C:3]=1[C:4]([NH:6][CH2:7][CH:8]([O:11]C)OC)=O.BrC1C=CC=C(F)C=1[C:21]([OH:23])=[O:22].CN(C(ON1N=NC2C=CC=CC1=2)=[N+](C)C)C.F[P-](F)(F)(F)(F)F.CCN(C(C)C)C(C)C.COC(OC)CN. The catalyst is CN(C=O)C.CCOC(C)=O. The product is [F:17][C:13]1[C:3]([C:4]2[O:11][CH:8]=[CH:7][N:6]=2)=[C:2]([CH:16]=[CH:15][CH:14]=1)[C:21]([OH:23])=[O:22]. The yield is 0.820.